From a dataset of Catalyst prediction with 721,799 reactions and 888 catalyst types from USPTO. Predict which catalyst facilitates the given reaction. (1) Reactant: [O:1]1[C:5]2([CH2:10][CH2:9][NH:8][CH2:7][CH2:6]2)[O:4][CH2:3][CH2:2]1.[CH2:11]([N:13](C(C)C)C(C)C)C.O. Product: [O:1]1[C:5]2([CH2:10][CH2:9][N:8]([C:11]#[N:13])[CH2:7][CH2:6]2)[O:4][CH2:3][CH2:2]1. The catalyst class is: 489. (2) Reactant: [CH3:1][O:2][C:3]([C:5]1[C:9]2[CH:10]=[CH:11][C:12]([OH:14])=[CH:13][C:8]=2[O:7][CH:6]=1)=[O:4].C([O-])([O-])=O.[Cs+].[Cs+].Cl.Cl[C:23]1[S:24][C:25]2[C:26]([N:31]=1)=[N:27][CH:28]=[CH:29][CH:30]=2.O. Product: [CH3:1][O:2][C:3]([C:5]1[C:9]2[CH:10]=[CH:11][C:12]([O:14][C:23]3[S:24][C:25]4[C:26]([N:31]=3)=[N:27][CH:28]=[CH:29][CH:30]=4)=[CH:13][C:8]=2[O:7][CH:6]=1)=[O:4]. The catalyst class is: 3. (3) The catalyst class is: 2. Product: [Cl:70][C:2]1[CH:3]=[CH:4][CH:5]=[C:6]2[C:29]=1[C:9]1([CH2:14][CH2:13][N:12]([C:15](=[O:28])/[CH:16]=[CH:17]/[C:18]3[CH:23]=[CH:22][CH:21]=[CH:20][C:19]=3[C:24]([F:27])([F:26])[F:25])[CH2:11][CH2:10]1)[CH2:8][CH:7]2[CH2:30][C:31]([N:35]([CH3:34])[CH2:36][CH2:37][NH:38][CH3:39])=[O:33]. Reactant: Br[C:2]1[CH:3]=[CH:4][CH:5]=[C:6]2[C:29]=1[C:9]1([CH2:14][CH2:13][N:12]([C:15](=[O:28])/[CH:16]=[CH:17]/[C:18]3[CH:23]=[CH:22][CH:21]=[CH:20][C:19]=3[C:24]([F:27])([F:26])[F:25])[CH2:11][CH2:10]1)[CH2:8][CH:7]2[CH2:30][C:31]([OH:33])=O.[CH3:34][NH:35][CH2:36][CH2:37][NH:38][CH3:39].C1C=CC2N(O)N=NC=2C=1.CCN(C(C)C)C(C)C.CCN=C=NCCCN(C)C.[ClH:70]. (4) The catalyst class is: 13. Reactant: [ClH:1].C(OCC)(=O)C.[CH3:8][N:9]1[CH2:14][CH2:13][N:12]([C:15](=[O:43])[CH2:16][CH2:17][C:18]2[CH:23]=[CH:22][CH:21]=[CH:20][C:19]=2[O:24][CH2:25][CH2:26][CH2:27][CH2:28][CH2:29][CH2:30][CH2:31][CH2:32][CH2:33][CH2:34][CH2:35][CH2:36][CH2:37][CH2:38][CH2:39][CH2:40][CH2:41][CH3:42])[CH2:11][CH2:10]1. Product: [ClH:1].[CH3:8][N:9]1[CH2:10][CH2:11][N:12]([C:15](=[O:43])[CH2:16][CH2:17][C:18]2[CH:23]=[CH:22][CH:21]=[CH:20][C:19]=2[O:24][CH2:25][CH2:26][CH2:27][CH2:28][CH2:29][CH2:30][CH2:31][CH2:32][CH2:33][CH2:34][CH2:35][CH2:36][CH2:37][CH2:38][CH2:39][CH2:40][CH2:41][CH3:42])[CH2:13][CH2:14]1. (5) Reactant: [CH:1]1[C:6]([N+:7]([O-:9])=[O:8])=[CH:5][C:4]([Cl:10])=[C:3]([NH:11][C:12]([C:14]2[CH:15]=[C:16]([Cl:21])[CH:17]=[CH:18][C:19]=2[OH:20])=[O:13])[CH:2]=1.C1C=CC(P(C2C=CC=CC=2)C2C=CC=CC=2)=CC=1.[C:41]([O:45][C:46](=[O:51])[NH:47][CH2:48][CH2:49]O)([CH3:44])([CH3:43])[CH3:42].CC(OC(/N=N/C(OC(C)C)=O)=O)C. Product: [C:41]([O:45][C:46](=[O:51])[NH:47][CH2:48][CH2:49][O:20][C:19]1[CH:18]=[CH:17][C:16]([Cl:21])=[CH:15][C:14]=1[C:12](=[O:13])[NH:11][C:3]1[CH:2]=[CH:1][C:6]([N+:7]([O-:9])=[O:8])=[CH:5][C:4]=1[Cl:10])([CH3:44])([CH3:43])[CH3:42]. The catalyst class is: 1. (6) Reactant: [F:1][C:2]1[CH:7]=[CH:6][C:5]([NH2:8])=[CH:4][CH:3]=1.Cl.N([O-])=O.[Na+].[CH2:14]([CH:16](C(C)=O)[C:17]([O:19][CH2:20][CH3:21])=[O:18])[CH3:15].[OH-].[K+]. Product: [F:1][C:2]1[CH:7]=[C:6]2[C:5](=[CH:4][CH:3]=1)[NH:8][C:16]([C:17]([O:19][CH2:20][CH3:21])=[O:18])=[C:14]2[CH3:15]. The catalyst class is: 97. (7) Reactant: [CH:1]1([N:5]2[CH2:24][CH2:23][C:8]3([CH2:13][CH2:12][N:11]([C:14]4[CH:22]=[CH:21][C:17]([C:18](O)=[O:19])=[CH:16][N:15]=4)[CH2:10][CH2:9]3)[CH2:7][CH2:6]2)[CH2:4][CH2:3][CH2:2]1.CN.F[P-](F)(F)(F)(F)F.[N:34]1(O[P+](N(C)C)(N(C)C)N(C)C)[C:38]2C=CC=CC=2N=N1. Product: [CH:1]1([N:5]2[CH2:6][CH2:7][C:8]3([CH2:13][CH2:12][N:11]([C:14]4[CH:22]=[CH:21][C:17]([C:18]([NH:34][CH3:38])=[O:19])=[CH:16][N:15]=4)[CH2:10][CH2:9]3)[CH2:23][CH2:24]2)[CH2:4][CH2:3][CH2:2]1. The catalyst class is: 168. (8) Reactant: [CH2:1]([O:8][C@H:9]([C:22]([F:25])([F:24])[F:23])[C@@H:10]([NH:14]C(OC(C)(C)C)=O)[C:11]([OH:13])=[O:12])[C:2]1[CH:7]=[CH:6][CH:5]=[CH:4][CH:3]=1.[ClH:26]. Product: [ClH:26].[NH2:14][C@H:10]([C@H:9]([O:8][CH2:1][C:2]1[CH:3]=[CH:4][CH:5]=[CH:6][CH:7]=1)[C:22]([F:24])([F:25])[F:23])[C:11]([OH:13])=[O:12]. The catalyst class is: 25. (9) Reactant: [F:1][C:2]1[CH:7]=[CH:6][CH:5]=[CH:4][C:3]=1[NH:8][C:9]1[O:13][C:12]([C:14]([NH:16][C:17]2[CH:22]=[CH:21][C:20]([C@H:23]3[CH2:28][CH2:27][C@H:26]([CH2:29][C:30](O)=[O:31])[CH2:25][CH2:24]3)=[CH:19][CH:18]=2)=[O:15])=[N:11][N:10]=1.CN(C(ON1N=NC2C=CC=NC1=2)=[N+](C)C)C.F[P-](F)(F)(F)(F)F.C(N(C(C)C)CC)(C)C.[NH:66]1[CH2:75][CH2:74][CH:69]([C:70]([O:72][CH3:73])=[O:71])[CH2:68][CH2:67]1. Product: [F:1][C:2]1[CH:7]=[CH:6][CH:5]=[CH:4][C:3]=1[NH:8][C:9]1[O:13][C:12]([C:14]([NH:16][C:17]2[CH:18]=[CH:19][C:20]([C@H:23]3[CH2:28][CH2:27][C@H:26]([CH2:29][C:30]([N:66]4[CH2:75][CH2:74][CH:69]([C:70]([O:72][CH3:73])=[O:71])[CH2:68][CH2:67]4)=[O:31])[CH2:25][CH2:24]3)=[CH:21][CH:22]=2)=[O:15])=[N:11][N:10]=1. The catalyst class is: 3.